This data is from Human Reference Interactome with 51,813 positive PPI pairs across 8,248 proteins, plus equal number of experimentally-validated negative pairs. The task is: Binary Classification. Given two protein amino acid sequences, predict whether they physically interact or not. (1) Protein 1 (ENSG00000092820) has sequence MPKPINVRVTTMDAELEFAIQPNTTGKQLFDQVVKTIGLREVWYFGLHYVDNKGFPTWLKLDKKVSAQEVRKENPLQFKFRAKFYPEDVAEELIQDITQKLFFLQVKEGILSDEIYCPPETAVLLGSYAVQAKFGDYNKEVHKSGYLSSERLIPQRVMDQHKLTRDQWEDRIQVWHAEHRGMLKDNAMLEYLKIAQDLEMYGINYFEIKNKKGTDLWLGVDALGLNIYEKDDKLTPKIGFPWSEIRNISFNDKKFVIKPIDKKAPDFVFYAPRLRINKRILQLCMGNHELYMRRRKPDTI.... Protein 2 (ENSG00000189057) has sequence MNSMKTEENKSFSAMEDDQRTRPEVSKDTVMKQTHADTPVDHCLSGIRKCSSTFKLKSEVNKHETALEMQNPNLNNKECCFTFTLNGNSRKLDRSVFTAYGKPSESIYSALSANDYFSERIKNQFNKNIIVYEEKTIDGHINLGMPLKCLPSDSHFKITFGQRKSSKEDGHILRQCENPNMECILFHVVAIGRTRKKIVKINELHEKGSKLCIYALKGETIEGALCKDGRFRSDIGEFEWKLKEGHKKIYGKQSMVDEVSGKVLEMDISKKKALQQKDIHKKIKQNESATDEINHQSLIQ.... Result: 0 (the proteins do not interact). (2) Protein 1 (ENSG00000135632) has sequence MAASMCDVFSFCVGVAGRARVSVEVRFVSSAKGKGLFATQLIRKGETIFVERPLVAAQFLWNALYRYRGH*MAASMCDVFSFCVGVAGRARVSVEVRFVSSAKGKGLFATQLIRKGETIFVERPLVAAQFLWNALYRYRACDHCLRALEKAEENAQRLTGKPGQVLPHPELCTVRKDLHQNCPHCQVMYCSAECRLAATEQYHQVLCPGPSQDDPLHPLNKLQEAWRSIHYPPETASIMLMARMVATVKQAKDKDRWIRLFSQFCNKTANEEEEIVHKLLGDKFKGQLELLRRLFTEALY.... Protein 2 (ENSG00000125037) has sequence MAGPELLLDSNIRLWVVLPIVIITFFVGMIRHYVSILLQSDKKLTQEQVSDSQVLIRSRVLRENGKYIPKQSFLTRKYYFNNPEDGFFKKTKRKVVPPSPMTDPTMLTDMMKGNVTNVLPMILIGGWINMTFSGFVTTKVPFPLTLRFKPMLQQGIELLTLDASWVSSASWYFLNVFGLRSIYSLILGQDNAADQSRMMQEQMTGAAMAMPADTNKAFKTEWEALELTDHQWALDDVEEELMAKDLHFEGMFKKELQTSIF*MAGPELLLDSNIRLWVVLPIVIITFFVGMIRHYVSILL.... Result: 0 (the proteins do not interact). (3) Protein 1 (ENSG00000173638) has sequence MVPSSPAVEKQVPVEPGPDPELRSWRHLVCYLCFYGFMAQIRPGESFITPYLLGPDKNFTREQVTNEITPVLSYSYLAVLVPVFLLTDYLRYTPVLLLQGLSFVSVWLLLLLGHSVAHMQLMELFYSVTMAARIAYSSYIFSLVRPARYQRVAGYSRAAVLLGVFTSSVLGQLLVTVGRVSFSTLNYISLAFLTFSVVLALFLKRPKRSLFFNRDDRGRCETSASELERMNPGPGGKLGHALRVACGDSVLARMLRELGDSLRRPQLRLWSLWWVFNSAGYYLVVYYVHILWNEVDPTTN.... Protein 2 (ENSG00000100311) has sequence MNRCWALFLSLCCYLRLVSAEGDPIPEELYEMLSDHSIRSFDDLQRLLHGDPGEEDGAELDLNMTRSHSGGELESLARGRRSLGSLTIAEPAMIAECKTRTEVFEISRRLIDRTNANFLVWPPCVEVQRCSGCCNNRNVQCRPTQVQLRPVQVRKIEIVRKKPIFKKATVTLEDHLACKCETVAAARPVTRSPGGSQEQRAKTPQTRVTIRTVRVRRPPKGKHRKFKHTHDKTALKETLGA*MFIMGLGDPIPEELYEMLSDHSIRSFDDLQRLLHGDPGEEDGAELDLNMTRSHSGGEL.... Result: 0 (the proteins do not interact). (4) Protein 1 (ENSG00000075420) has sequence MYVTMMMTDQIPLELPPLLNGEVAMMPHLVNGDAAQQVILVQVNPGETFTIRAEDGTLQCIQGPAEVPMMSPNGSIPPIHVPPGYISQVIEDSTGVRRVVVTPQSPECYPPSYPSAMSPTHHLPPYLTHHPHFIHNSHTAYYPPVTGPGDMPPQFFPQHHLPHTIYGEQEIIPFYGMSTYITREDQYSKPPHKKLKDRQIDRQNRLNSPPSSIYKSSCTTVYNGYGKGHSGGSGGGGSGSGPGIKKTERRARSSPKSNDSDLQEYELEVKRVQDILSGIEKPQVSNIQARAVVLSWAPPV.... Result: 1 (the proteins interact). Protein 2 (ENSG00000143507) has sequence MPPSPLDDRVVVALSRPVRPQDLNLCLDSSYLGSANPGSNSHPPVIATTVVSLKAANLTYMPSSSGSARSLNCGCSSASCCTVATYDKDNQAQTQAIAAGTTTTAIGTSTTCPANQMVNNNENTGSLSPSSGVGSPVSGTPKQLASIKIIYPNDLAKKMTKCSKSHLPSQGPVIIDCRPFMEYNKSHIQGAVHINCADKISRRRLQQGKITVLDLISCREGKDSFKRIFSKEIIVYDENTNEPSRVMPSQPLHIVLESLKREGKEPLVLKGGLSSFKQNHENLCDNSLQLQECREVGGGA.... (5) Protein 1 (ENSG00000137726) has sequence MELVLVFLCSLLAPMVLASAAEKEKEMDPFHYDYQTLRIGGLVFAVVLFSVGILLILSRRCKCSFNQKPRAPGDEEAQVENLITANATEPQKAEN*MELVLVFLCSLLAPMVLASAEKEKEMDPFHYDYQTLRIGGLVFAVVLFSVGILLILSRRCKCSFNQKPRAPGDEEAQQQSPRKQRTEVQPSGGSLWNLRRLLEPLDANVDA*MELVLVFLCSLLAPMVLASAAEKEKEMDPFHYDYQTLRIGGLVFAVVLFSVGILLILSRRCKCSFNQKPRAPGDEEAQVENLITANGNCP*M.... Protein 2 (ENSG00000158014) has sequence MEAKEKQHLLDARPAIRSYTGSLWQEGAGWIPLPRPGLDLQAIELAAQSNHHCHAQKGPDSHCDPKKGKAQRQLYVASAICLLFMIGEVVEILGALVSVLSIWVVTGVLVYLAVERLISGDYEIDGGTMLITSGCAVAVNIIMGLTLHQSGHGHSHGTTNQQEENPSVRAAFIHVIGDFMQSMGVLVAAYILYFKPEYKYVDPICTFVFSILVLGTTLTILRDVILVLMEGTPKGVDFTAVRDLLLSVEGVEALHSLHIWALTVAQPVLSVHIAIAQNTDAQAVLKTASSRLQGKFHFHT.... Result: 1 (the proteins interact). (6) Protein 1 (ENSG00000204449) has sequence MNSGILQVFQGELICPLCMNYFIDPVTIDCGHSFCRPCFYLNWQDIPFLVQCSECTKSTEQINLKTNIHLKKMASLARKVSLWLFLSSEEQMCGTHRETKKIFCEVDRSLLCLLCSSSQEHRYHRHRPIEWAAEEHREKLLQKMQSLWEKACENHRNLNVETTRTRCWKDYVNLRLEAIRAEYQKMPAFHHEEEKHNLEMLKKKGKEIFHRLHLSKAKMAHRMEILRGMYEELNEMCHKPDVELLQAFGDILHRSESVLLHMPQPLNPELSAGPITGLRDRLNQFRVHITLHHEEANSDI.... Protein 2 (ENSG00000065883) has sequence MPSSSDTALGGGGGLSWAEKKLEERRKRRRFLSPQQPPLLLPLLQPQLLQPPPPPPPLLFLAAPGTAAAAAAAAAASSSCFSPGPPLEVKRLARGKRRAGGRQKRRRGPRAGQEAEKRRVFSLPQPQQDGGGGASSGGGVTPLVEYEDVSSQSEQGLLLGGASAATAATAAGGTGGSGGSPASSSGTQRRGEGSERRPRRDRRSSSGRSKERHREHRRRDGQRGGSEASKSRSRHSHSGEERAEVAKSGSSSSSGGRRKSASATSSSSSSRKDRDSKAHRSRTKSSKEPPSAYKEPPKAY.... Result: 0 (the proteins do not interact). (7) Protein 1 (ENSG00000278129) has sequence MDPEDEGVAGVMSVGPPAARLQEPVTFRDVAVDFTQEEWGQLDPTQRILYRDVMLETFGHLLSIGPELPKPEVISQLEQGTELWVAERGTTQGCHPAWEPRSESQASRKEEGLPEEEPSHVTGREGFPTDAPYPTTLGKDRECQSQSLALKEQNNLKQLEFGLKEAPVQDQGYKTLRLRENCVLSSSPNPFPEISRGEYLYTYDSQITDSEHNSSLVSQQTGSPGKQPGENSDCHRDSSQAIPITELTKSQVQDKPYKCTDCGKSFNHNAHLTVHKRIHTGERPYMCKECGKAFSQNSSL.... Protein 2 (ENSG00000102302) has sequence MHGHRAPGGAGPSEPEHPATNPPGAAPPACADSDPGASEPGLLARRGSGSALGGPLDPQFVGPSDTSLGAAPGHRVLPCGPSPQHHRALRFSYHLEGSQPRPGLHQGNRILVKSLSLDPGQSLEPHPEGPQRLRSDPGPPTETPSQRPSPLKRAPGPKPQVPPKPSYLQMPRMPPPLEPIPPPPSRPLPADPRVAKGLAPRAEASPSSAAVSSLIEKFEREPVIVASDRPVPGPSPGPPEPVMLPQPTSQPPVPQLPEGEASRCLFLLAPGPRDGEKVPNRDSGIDSISSPSNSEETCFV.... Result: 0 (the proteins do not interact). (8) Protein 1 (ENSG00000145920) has sequence MDFVMKQALGGATKDMGKMLGGEEEKDPDAQKKEEERQEALRQQEEERKAKHARMEAEREKVRQQIRDKYGLKKKEEKEAEEKAALEQPCEGSLTRPKKAIPAGCGDEEEEEEESILDTVLKYLPGPLQDMFKK*MDFVMKQALGGATKDMGKMLGGEEEKDPDAQKKEEERQEALRQQEEERKAKHARMEAEREKVRQQIRDKD*MDFVMKQALGGATKDMGKMLGGEEEKDPDAQKKEEERQEALRQQEEERKAKHARMEAEREKVRQQIRDKYGLKKKEEKEAEEKAALEQPCEGSL.... Protein 2 (ENSG00000142698) has sequence MPVISSRQDCDSATSTVTDILCAAEVKSSKGTEDRGRILGDSNLQVSKLLSQFPLKSTETSKVPDNKNVLDKTRVTKDFLQDNLFSGPGPKEPTGLSPFLLLPPRPPPARPDKLPELPAQKRQLPVFAKICSKPKADPAVERHHLMEWSPGTKEPKKGQGSLFLSQWPQSQKDACGEEGCCDAVGTASLTLPPKKPTCPAEKNLLYEFLGATKNPSGQPRLRNKVEVDGPELKFNAPVTVADKNNPKYTGNVFTPHFPTAMTSATLNQPLWLNLNYPPPPVFTNHSTFLQYQGLYPQQAA.... Result: 0 (the proteins do not interact).